The task is: Predict the reactants needed to synthesize the given product.. This data is from Full USPTO retrosynthesis dataset with 1.9M reactions from patents (1976-2016). (1) Given the product [F:26][C:9]([F:25])([F:8])[O:10][C:11]1[CH:12]=[C:13]([NH:17][C:18]([C@@H:20]2[CH2:24][CH2:23][CH2:22][N:21]2[C:40](=[O:41])[CH2:39][C:32]2[C:33]3[C:38](=[CH:37][CH:36]=[CH:35][CH:34]=3)[N:30]([C:27]([NH2:28])=[O:29])[CH:31]=2)=[O:19])[CH:14]=[CH:15][CH:16]=1, predict the reactants needed to synthesize it. The reactants are: OC(C(F)(F)F)=O.[F:8][C:9]([F:26])([F:25])[O:10][C:11]1[CH:12]=[C:13]([NH:17][C:18]([C@@H:20]2[CH2:24][CH2:23][CH2:22][NH:21]2)=[O:19])[CH:14]=[CH:15][CH:16]=1.[C:27]([N:30]1[C:38]2[C:33](=[CH:34][CH:35]=[CH:36][CH:37]=2)[C:32]([CH2:39][C:40](O)=[O:41])=[CH:31]1)(=[O:29])[NH2:28].CN(C(ON1N=NC2C=CC=CC1=2)=[N+](C)C)C.F[P-](F)(F)(F)(F)F.CCN(C(C)C)C(C)C.Cl. (2) Given the product [F:1][C:2]1[CH:7]=[C:6]([N+:8]([O-:10])=[O:9])[CH:5]=[CH:4][C:3]=1[N:11]1[CH2:16][CH2:15][N:14]([CH2:18][CH2:17][S:19]([CH3:22])(=[O:21])=[O:20])[CH2:13][CH2:12]1, predict the reactants needed to synthesize it. The reactants are: [F:1][C:2]1[CH:7]=[C:6]([N+:8]([O-:10])=[O:9])[CH:5]=[CH:4][C:3]=1[N:11]1[CH2:16][CH2:15][NH:14][CH2:13][CH2:12]1.[CH:17]([S:19]([CH3:22])(=[O:21])=[O:20])=[CH2:18].